Dataset: Reaction yield outcomes from USPTO patents with 853,638 reactions. Task: Predict the reaction yield, written as a fraction of the theoretical maximum amount of product (1.0 means a 100% yield; for example, 0.34 means a 34% yield). (1) The reactants are [CH2:1]([O:8][C:9]1[CH:22]=[CH:21][C:12]([CH2:13][N:14]2[CH2:19][CH2:18][CH:17]([OH:20])[CH2:16][CH2:15]2)=[CH:11][CH:10]=1)[C:2]1[CH:7]=[CH:6][CH:5]=[CH:4][CH:3]=1.[H-].[Na+].Cl[C:26]1[C:35]2[C:30](=[C:31]([F:36])[CH:32]=[CH:33][CH:34]=2)[N:29]=[C:28]([CH3:37])[CH:27]=1. The catalyst is CN(C=O)C. The product is [CH2:1]([O:8][C:9]1[CH:22]=[CH:21][C:12]([CH2:13][N:14]2[CH2:15][CH2:16][CH:17]([O:20][C:26]3[C:35]4[C:30](=[C:31]([F:36])[CH:32]=[CH:33][CH:34]=4)[N:29]=[C:28]([CH3:37])[CH:27]=3)[CH2:18][CH2:19]2)=[CH:11][CH:10]=1)[C:2]1[CH:3]=[CH:4][CH:5]=[CH:6][CH:7]=1. The yield is 0.320. (2) The reactants are COC1C=CC(P2(SP(C3C=CC(OC)=CC=3)(=S)S2)=[S:10])=CC=1.[CH3:23][N:24]1[C:28](=O)[CH2:27][CH2:26][C@@H:25]1[CH2:30][C:31]#[N:32]. The catalyst is C1C=CC=CC=1. The product is [CH3:23][N:24]1[C:28](=[S:10])[CH2:27][CH2:26][C@@H:25]1[CH2:30][C:31]#[N:32]. The yield is 0.828. (3) The reactants are C([S:4][CH:5]1[CH2:8][N:7]([C:9]2[S:10][CH:11]=[C:12]([C:14](=[O:26])[NH:15][CH2:16][CH2:17][O:18][Si:19]([C:22]([CH3:25])([CH3:24])[CH3:23])([CH3:21])[CH3:20])[N:13]=2)[CH2:6]1)(=O)C.C(O)(=O)C.NN.C1(P(O[C:48]2[C@H:49]([CH3:72])[C@H:50]3[C@@H:67]([C@H:68]([OH:70])[CH3:69])[C:66](=[O:71])[N:51]3[C:52]=2[C:53]([O:55][CH2:56][C:57]2[CH:62]=[CH:61][C:60]([N+:63]([O-:65])=[O:64])=[CH:59][CH:58]=2)=[O:54])(C2C=CC=CC=2)=O)C=CC=CC=1.C(N(C(C)C)CC)(C)C.C(=O)([O-])O.[Na+]. The catalyst is CN(C)C=O.C(#N)C.C(OCC)(=O)C. The product is [Si:19]([O:18][CH2:17][CH2:16][NH:15][C:14]([C:12]1[N:13]=[C:9]([N:7]2[CH2:6][CH:5]([S:4][C:48]3[C@H:49]([CH3:72])[C@@H:50]4[C@@H:67]([C@H:68]([OH:70])[CH3:69])[C:66](=[O:71])[N:51]4[C:52]=3[C:53]([O:55][CH2:56][C:57]3[CH:58]=[CH:59][C:60]([N+:63]([O-:65])=[O:64])=[CH:61][CH:62]=3)=[O:54])[CH2:8]2)[S:10][CH:11]=1)=[O:26])([C:22]([CH3:23])([CH3:24])[CH3:25])([CH3:20])[CH3:21]. The yield is 0.800. (4) The reactants are [N:1]1([C:7](=[O:29])[CH2:8][CH2:9][CH:10]=[CH:11][CH2:12][CH:13]=[CH:14][CH2:15][CH:16]=[CH:17][CH2:18][CH:19]=[CH:20][CH2:21][CH:22]=[CH:23][CH2:24][CH:25]=[CH:26][CH2:27][CH3:28])[CH2:6][CH2:5][NH:4][CH2:3][CH2:2]1.[C:30](O)(=[O:38])[C:31]1[C:32](=[CH:34][CH:35]=[CH:36][CH:37]=1)[OH:33].CCN(CC)CC.CN(C(ON1N=NC2C=CC=NC1=2)=[N+](C)C)C.F[P-](F)(F)(F)(F)F. The catalyst is CC#N. The product is [OH:33][C:32]1[CH:34]=[CH:35][CH:36]=[CH:37][C:31]=1[C:30]([N:4]1[CH2:5][CH2:6][N:1]([C:7](=[O:29])[CH2:8][CH2:9][CH:10]=[CH:11][CH2:12][CH:13]=[CH:14][CH2:15][CH:16]=[CH:17][CH2:18][CH:19]=[CH:20][CH2:21][CH:22]=[CH:23][CH2:24][CH:25]=[CH:26][CH2:27][CH3:28])[CH2:2][CH2:3]1)=[O:38]. The yield is 0.196.